Dataset: Full USPTO retrosynthesis dataset with 1.9M reactions from patents (1976-2016). Task: Predict the reactants needed to synthesize the given product. (1) Given the product [C:1]([C:4]1[CH:14]=[CH:13][C:7]2[O:8][CH2:9][C:10](=[O:12])[N:11]([CH3:17])[C:6]=2[CH:5]=1)(=[O:3])[CH3:2], predict the reactants needed to synthesize it. The reactants are: [C:1]([C:4]1[CH:14]=[CH:13][C:7]2[O:8][CH2:9][C:10](=[O:12])[NH:11][C:6]=2[CH:5]=1)(=[O:3])[CH3:2].CI.[C:17](=O)([O-])[O-].[Cs+].[Cs+]. (2) The reactants are: [CH2:1]([O:8][C:9]1[CH:14]=[C:13](I)[C:12]([O:16][CH2:17][O:18][CH3:19])=[CH:11][N:10]=1)[C:2]1[CH:7]=[CH:6][CH:5]=[CH:4][CH:3]=1.[C:20]([C:22]1[CH:27]=[CH:26][C:25]([F:28])=[CH:24][CH:23]=1)#[CH:21]. Given the product [CH2:1]([O:8][C:9]1[CH:14]=[C:13]([C:21]#[C:20][C:22]2[CH:27]=[CH:26][C:25]([F:28])=[CH:24][CH:23]=2)[C:12]([O:16][CH2:17][O:18][CH3:19])=[CH:11][N:10]=1)[C:2]1[CH:7]=[CH:6][CH:5]=[CH:4][CH:3]=1, predict the reactants needed to synthesize it. (3) Given the product [CH:19]1([C:22]2[N:33]=[C:25]3[C:26]([O:31][CH3:32])=[CH:27][CH:28]=[C:29]([N:13]4[CH2:18][CH2:17][CH2:16][CH2:15][CH2:14]4)[N:24]3[N:23]=2)[CH2:21][CH2:20]1, predict the reactants needed to synthesize it. The reactants are: P([O-])([O-])([O-])=O.[K+].[K+].[K+].C(O)CO.[NH:13]1[CH2:18][CH2:17][CH2:16][CH2:15][CH2:14]1.[CH:19]1([C:22]2[N:33]=[C:25]3[C:26]([O:31][CH3:32])=[CH:27][CH:28]=[C:29](I)[N:24]3[N:23]=2)[CH2:21][CH2:20]1. (4) Given the product [Br:1][C:2]1[CH:3]=[C:4]([F:11])[C:5]([C:8]([N:15]([O:14][CH3:13])[CH3:16])=[O:9])=[N:6][CH:7]=1, predict the reactants needed to synthesize it. The reactants are: [Br:1][C:2]1[CH:3]=[C:4]([F:11])[C:5]([C:8](O)=[O:9])=[N:6][CH:7]=1.Cl.[CH3:13][O:14][NH:15][CH3:16].ON1C2N=CC=CC=2N=N1.C(N(CC)CC)C.